This data is from Forward reaction prediction with 1.9M reactions from USPTO patents (1976-2016). The task is: Predict the product of the given reaction. (1) Given the reactants CN(C)C=O.[F:6][C:7]1[CH:12]=[C:11]([S:13]([CH3:16])(=[O:15])=[O:14])[CH:10]=[CH:9][C:8]=1[C:17]1[C:21]2[N:22]=[CH:23][N:24]=[C:25]([O:26][CH:27]3[CH2:32][CH2:31][N:30]([C:33]#[N:34])[CH2:29][CH2:28]3)[C:20]=2[S:19][CH:18]=1.[NH4+].[Cl-].[N-:37]=[N+:38]=[N-:39].[Na+], predict the reaction product. The product is: [N:34]1[NH:37][N:38]=[N:39][C:33]=1[N:30]1[CH2:31][CH2:32][CH:27]([O:26][C:25]2[C:20]3[S:19][CH:18]=[C:17]([C:8]4[CH:9]=[CH:10][C:11]([S:13]([CH3:16])(=[O:14])=[O:15])=[CH:12][C:7]=4[F:6])[C:21]=3[N:22]=[CH:23][N:24]=2)[CH2:28][CH2:29]1. (2) Given the reactants [F:1][C:2]1[CH:7]=[CH:6][C:5](/[CH:8]=[CH:9]/B(O)O)=[CH:4][CH:3]=1.Cl[C:14]1[CH:19]=[C:18]([C:20]2[NH:24][C:23]([N:25]3[CH2:30][CH2:29][CH:28]([OH:31])[CH2:27][CH2:26]3)=[C:22]([C:32]#[N:33])[CH:21]=2)[CH:17]=[CH:16][N:15]=1, predict the reaction product. The product is: [F:1][C:2]1[CH:7]=[CH:6][C:5](/[CH:8]=[CH:9]/[C:16]2[CH:17]=[C:18]([C:20]3[NH:24][C:23]([N:25]4[CH2:30][CH2:29][CH:28]([OH:31])[CH2:27][CH2:26]4)=[C:22]([C:32]#[N:33])[CH:21]=3)[CH:19]=[CH:14][N:15]=2)=[CH:4][CH:3]=1. (3) The product is: [F:35][C:27]1[CH:28]=[C:29]([C:2]2[N:3]=[N:4][C:5]([O:8][CH2:9][CH:10]3[CH2:15][CH2:14][N:13]([CH2:16][C:17]([F:20])([CH3:19])[CH3:18])[CH2:12][CH2:11]3)=[CH:6][CH:7]=2)[CH:30]=[CH:31][C:26]=1[C:24]([O:23][CH2:21][CH3:22])=[O:25]. Given the reactants Cl[C:2]1[N:3]=[N:4][C:5]([O:8][CH2:9][CH:10]2[CH2:15][CH2:14][N:13]([CH2:16][C:17]([F:20])([CH3:19])[CH3:18])[CH2:12][CH2:11]2)=[CH:6][CH:7]=1.[CH2:21]([O:23][C:24]([C:26]1[CH:31]=[CH:30][C:29](B(O)O)=[CH:28][C:27]=1[F:35])=[O:25])[CH3:22].C([O-])([O-])=O.[Na+].[Na+].O, predict the reaction product. (4) The product is: [F:21][C:18]([F:19])([F:20])[C:12]1[CH:13]=[C:14]([NH2:15])[CH:9]=[N:10][CH:11]=1. Given the reactants C(N(CC)CC)C.Cl[C:9]1[C:14]([N+:15]([O-])=O)=[CH:13][C:12]([C:18]([F:21])([F:20])[F:19])=[CH:11][N:10]=1, predict the reaction product. (5) Given the reactants [Br:1][C:2]1[CH:7]=[C:6]([NH:8][CH:9]([CH3:13])[CH2:10][C:11]#[N:12])[C:5]([N+:14]([O-])=O)=[CH:4][N:3]=1.[Cl-].[NH4+].O, predict the reaction product. The product is: [NH2:14][C:5]1[C:6]([NH:8][CH:9]([CH3:13])[CH2:10][C:11]#[N:12])=[CH:7][C:2]([Br:1])=[N:3][CH:4]=1.